Dataset: Full USPTO retrosynthesis dataset with 1.9M reactions from patents (1976-2016). Task: Predict the reactants needed to synthesize the given product. (1) Given the product [NH2:27][C:24]1[CH:23]=[CH:22][C:21]([C:20]([NH:19][C:3]2[C:4]([Cl:18])=[CH:5][C:6]([C:8]([F:17])([C:13]([F:14])([F:15])[F:16])[C:9]([F:10])([F:11])[F:12])=[CH:7][C:2]=2[Cl:1])=[O:30])=[CH:26][CH:25]=1, predict the reactants needed to synthesize it. The reactants are: [Cl:1][C:2]1[CH:7]=[C:6]([C:8]([F:17])([C:13]([F:16])([F:15])[F:14])[C:9]([F:12])([F:11])[F:10])[CH:5]=[C:4]([Cl:18])[C:3]=1[NH:19][C:20](=[O:30])[C:21]1[CH:26]=[CH:25][C:24]([N+:27]([O-])=O)=[CH:23][CH:22]=1.[BH4-].[Na+].N. (2) Given the product [CH3:7][C:5]([O:8][C:9]1[CH:14]=[CH:13][C:12]([O:15][C:16]2[CH:21]=[CH:20][CH:19]=[C:18]([CH2:22][NH:23][C:40](=[O:41])[C:39]3[CH:43]=[CH:44][C:36]([C:35]([F:46])([F:45])[F:34])=[CH:37][CH:38]=3)[CH:17]=2)=[CH:11][C:10]=1[CH3:24])([CH3:6])[C:4]([OH:26])=[O:3], predict the reactants needed to synthesize it. The reactants are: C([O:3][C:4](=[O:26])[C:5]([O:8][C:9]1[CH:14]=[CH:13][C:12]([O:15][C:16]2[CH:21]=[CH:20][CH:19]=[C:18]([CH2:22][NH2:23])[CH:17]=2)=[CH:11][C:10]=1[CH2:24]C)([CH3:7])[CH3:6])C.CN1CCOCC1.[F:34][C:35]([F:46])([F:45])[C:36]1[CH:44]=[CH:43][C:39]([C:40](Cl)=[O:41])=[CH:38][CH:37]=1.NCCN(CCN)CCN. (3) Given the product [N:13]1([C:10]([C:6]2[CH:5]=[C:4]3[C:9](=[CH:8][CH:7]=2)[NH:1][CH:2]=[CH:3]3)=[O:12])[CH2:18][CH2:17][CH2:16][C@@H:15]2[C:19]3[CH:20]=[CH:21][CH:22]=[CH:23][C:24]=3[CH2:25][C@H:14]12, predict the reactants needed to synthesize it. The reactants are: [NH:1]1[C:9]2[C:4](=[CH:5][C:6]([C:10]([OH:12])=O)=[CH:7][CH:8]=2)[CH:3]=[CH:2]1.[NH:13]1[CH2:18][CH2:17][CH2:16][C@@H:15]2[C:19]3[CH:20]=[CH:21][CH:22]=[CH:23][C:24]=3[CH2:25][C@H:14]12.F[P-](F)(F)(F)(F)F.N1(OC(N(C)C)=[N+](C)C)C2N=CC=CC=2N=N1. (4) Given the product [CH3:23][NH:24][CH2:2][CH2:3][CH2:4][N:5]1[C:9]2[CH:10]=[CH:11][CH:12]=[CH:13][C:8]=2[N:7]([C:14]2[CH:19]=[CH:18][CH:17]=[C:16]([CH3:20])[CH:15]=2)[S:6]1(=[O:22])=[O:21], predict the reactants needed to synthesize it. The reactants are: Br[CH2:2][CH2:3][CH2:4][N:5]1[C:9]2[CH:10]=[CH:11][CH:12]=[CH:13][C:8]=2[N:7]([C:14]2[CH:19]=[CH:18][CH:17]=[C:16]([CH3:20])[CH:15]=2)[S:6]1(=[O:22])=[O:21].[CH3:23][NH2:24]. (5) Given the product [NH2:1][C:2]1[CH:10]=[C:9]([F:11])[C:8]([Cl:12])=[CH:7][C:3]=1[C:4]([OH:6])=[O:5], predict the reactants needed to synthesize it. The reactants are: [NH2:1][C:2]1[CH:10]=[C:9]([F:11])[CH:8]=[CH:7][C:3]=1[C:4]([OH:6])=[O:5].[Cl:12]N1C(=O)CCC1=O. (6) Given the product [F:8][C:7]1[CH:6]=[CH:5][C:4]([C:9]2([CH3:32])[CH2:14][CH2:13][CH2:12][N:11]3[C:15]([C:18]4[CH:23]=[CH:22][C:21]([C:24]5[O:28][C:27]([CH3:29])=[N:26][CH:25]=5)=[C:20]([O:30][CH3:31])[CH:19]=4)=[N:16][N:17]=[C:10]23)=[CH:3][CH:2]=1, predict the reactants needed to synthesize it. The reactants are: Cl[C:2]1[CH:3]=[C:4]([C:9]2([CH3:32])[CH2:14][CH2:13][CH2:12][N:11]3[C:15]([C:18]4[CH:23]=[CH:22][C:21]([C:24]5[O:28][C:27]([CH3:29])=[N:26][CH:25]=5)=[C:20]([O:30][CH3:31])[CH:19]=4)=[N:16][N:17]=[C:10]23)[CH:5]=[CH:6][C:7]=1[F:8].